Dataset: Merck oncology drug combination screen with 23,052 pairs across 39 cell lines. Task: Regression. Given two drug SMILES strings and cell line genomic features, predict the synergy score measuring deviation from expected non-interaction effect. (1) Cell line: LOVO. Drug 1: O=C(CCCCCCC(=O)Nc1ccccc1)NO. Synergy scores: synergy=4.42. Drug 2: C=CCn1c(=O)c2cnc(Nc3ccc(N4CCN(C)CC4)cc3)nc2n1-c1cccc(C(C)(C)O)n1. (2) Synergy scores: synergy=-23.8. Drug 1: CCC1=CC2CN(C1)Cc1c([nH]c3ccccc13)C(C(=O)OC)(c1cc3c(cc1OC)N(C)C1C(O)(C(=O)OC)C(OC(C)=O)C4(CC)C=CCN5CCC31C54)C2. Cell line: ZR751. Drug 2: Cn1nnc2c(C(N)=O)ncn2c1=O. (3) Drug 1: N.N.O=C(O)C1(C(=O)O)CCC1.[Pt]. Drug 2: CC(C)CC(NC(=O)C(Cc1ccccc1)NC(=O)c1cnccn1)B(O)O. Cell line: OVCAR3. Synergy scores: synergy=-19.5. (4) Drug 1: O=c1[nH]cc(F)c(=O)[nH]1. Drug 2: CCc1cnn2c(NCc3ccc[n+]([O-])c3)cc(N3CCCCC3CCO)nc12. Cell line: NCIH1650. Synergy scores: synergy=-2.11.